Task: Predict the reactants needed to synthesize the given product.. Dataset: Full USPTO retrosynthesis dataset with 1.9M reactions from patents (1976-2016) Given the product [F:41][C:2]1([F:1])[O:6][C:5]2[CH:7]=[CH:8][C:9]([C:11]3([C:14]([NH:16][C:17]4[CH:18]=[C:19]5[C:23](=[CH:24][C:25]=4[F:26])[N:22]([CH2:27][C@@H:28]([OH:29])[CH2:32][OH:31])[C:21]([C:35]([CH3:36])([CH2:37][CH2:38][OH:39])[CH3:40])=[CH:20]5)=[O:15])[CH2:12][CH2:13]3)=[CH:10][C:4]=2[O:3]1, predict the reactants needed to synthesize it. The reactants are: [F:1][C:2]1([F:41])[O:6][C:5]2[CH:7]=[CH:8][C:9]([C:11]3([C:14]([NH:16][C:17]4[CH:18]=[C:19]5[C:23](=[CH:24][C:25]=4[F:26])[N:22]([CH2:27][C@@H:28]4[CH2:32][O:31]C(C)(C)[O:29]4)[C:21]([C:35]([CH3:40])([CH2:37][CH2:38][OH:39])[CH3:36])=[CH:20]5)=[O:15])[CH2:13][CH2:12]3)=[CH:10][C:4]=2[O:3]1.FC1(F)OC2C=CC(C3(C(NC4C=C5C(=CC=4F)NC(C(C)(CCO)C)=C5)=O)CC3)=CC=2O1.CC1C=CC(S(O)(=O)=O)=CC=1.O.